From a dataset of Forward reaction prediction with 1.9M reactions from USPTO patents (1976-2016). Predict the product of the given reaction. Given the reactants [CH:1]1([N:4]([CH:30]2[CH2:32][CH2:31]2)[C:5]([C:7]2[N:27]([CH2:28][CH3:29])[C:10]3=[N:11][C:12]([NH:19]/[C:20](/SC)=[CH:21]/[C:22](=O)[CH3:23])=[C:13]4[N:17]=[CH:16][N:15]([CH3:18])[C:14]4=[C:9]3[CH:8]=2)=[O:6])[CH2:3][CH2:2]1.[CH3:33][N:34](C(OCCCC)=O)[NH2:35].C(O)=O, predict the reaction product. The product is: [CH:1]1([N:4]([CH:30]2[CH2:31][CH2:32]2)[C:5]([C:7]2[N:27]([CH2:28][CH3:29])[C:10]3=[N:11][C:12]([NH:19][C:20]4[CH:21]=[C:22]([CH3:23])[N:34]([CH3:33])[N:35]=4)=[C:13]4[N:17]=[CH:16][N:15]([CH3:18])[C:14]4=[C:9]3[CH:8]=2)=[O:6])[CH2:3][CH2:2]1.